From a dataset of Catalyst prediction with 721,799 reactions and 888 catalyst types from USPTO. Predict which catalyst facilitates the given reaction. (1) Reactant: CC(C)N=C=NC(C)C.[Cl:10][C:11]1[CH:24]=[CH:23][C:14]([CH2:15][NH:16][C:17](=[O:22])[C:18]([CH3:21])([CH3:20])[CH3:19])=[CH:13][C:12]=1[NH:25][C:26]([NH:28][C:29]1[CH:30]=[C:31]([C:42](=[O:54])[NH:43][C@H:44]2[CH2:49][CH2:48][C@H:47]([C:50]([F:53])([F:52])[F:51])[CH2:46][CH2:45]2)[C:32]([O:37][CH2:38][CH:39]([F:41])[F:40])=[N:33][C:34]=1[NH:35][CH3:36])=S. Product: [Cl:10][C:11]1[CH:24]=[CH:23][C:14]([CH2:15][NH:16][C:17](=[O:22])[C:18]([CH3:21])([CH3:20])[CH3:19])=[CH:13][C:12]=1[NH:25][C:26]1[N:35]([CH3:36])[C:34]2=[N:33][C:32]([O:37][CH2:38][CH:39]([F:41])[F:40])=[C:31]([C:42](=[O:54])[NH:43][C@H:44]3[CH2:49][CH2:48][C@H:47]([C:50]([F:53])([F:52])[F:51])[CH2:46][CH2:45]3)[CH:30]=[C:29]2[N:28]=1. The catalyst class is: 23. (2) The catalyst class is: 9. Product: [CH:28]1([C:26]([NH:25][C:23]2[N:24]=[C:19]3[CH:18]=[CH:17][C:16]([O:15][C:14]4[CH:31]=[CH:32][C:33]([CH3:34])=[C:12]([NH:11][C:8]([C:4]5[S:3][C:2]([CH3:1])=[N:6][C:5]=5[CH3:7])=[O:10])[CH:13]=4)=[N:21][N:20]3[CH:22]=2)=[O:27])[CH2:29][CH2:30]1. Reactant: [CH3:1][C:2]1[S:3][C:4]([C:8]([OH:10])=O)=[C:5]([CH3:7])[N:6]=1.[NH2:11][C:12]1[CH:13]=[C:14]([CH:31]=[CH:32][C:33]=1[CH3:34])[O:15][C:16]1[CH:17]=[CH:18][C:19]2[N:20]([CH:22]=[C:23]([NH:25][C:26]([CH:28]3[CH2:30][CH2:29]3)=[O:27])[N:24]=2)[N:21]=1.ON1C2C=CC=CC=2N=N1.Cl.C(N=C=NCCCN(C)C)C.C(N(CC)CC)C. (3) Reactant: Cl[CH2:2][C:3]1[NH:4][C:5](=[O:16])[C:6]2[CH:11]=[N:10][N:9]([CH2:12][CH:13]([CH3:15])[CH3:14])[C:7]=2[N:8]=1.[Cl:17][C:18]1[CH:23]=[CH:22][C:21]([NH:24][CH2:25][CH2:26][OH:27])=[CH:20][CH:19]=1. Product: [Cl:17][C:18]1[CH:19]=[CH:20][C:21]([N:24]([CH2:2][C:3]2[NH:4][C:5](=[O:16])[C:6]3[CH:11]=[N:10][N:9]([CH2:12][CH:13]([CH3:15])[CH3:14])[C:7]=3[N:8]=2)[CH2:25][CH2:26][OH:27])=[CH:22][CH:23]=1. The catalyst class is: 4. (4) Reactant: [OH:1][C:2]1[CH:3]=[C:4]([C:8]2[N:9]=[C:10]([N:31]3[CH2:36][CH2:35][O:34][CH2:33][CH2:32]3)[C:11]3[S:16][C:15]([CH2:17][N:18]4[CH2:23][CH2:22][N:21](C(OC(C)(C)C)=O)[CH2:20][CH2:19]4)=[CH:14][C:12]=3[N:13]=2)[CH:5]=[CH:6][CH:7]=1.[ClH:37]. Product: [ClH:37].[O:34]1[CH2:35][CH2:36][N:31]([C:10]2[C:11]3[S:16][C:15]([CH2:17][N:18]4[CH2:23][CH2:22][NH:21][CH2:20][CH2:19]4)=[CH:14][C:12]=3[N:13]=[C:8]([C:4]3[CH:3]=[C:2]([OH:1])[CH:7]=[CH:6][CH:5]=3)[N:9]=2)[CH2:32][CH2:33]1. The catalyst class is: 2. (5) Reactant: [CH2:1]([O:3][C:4]1[CH:5]=[C:6]([CH:15]=[CH:16][C:17]=1[O:18][CH3:19])[CH2:7][N:8]1[CH2:13][CH2:12][CH:11]([NH2:14])[CH2:10][CH2:9]1)[CH3:2].[H-].[Na+].[Cl:22][C:23]1[N:28]=[C:27](Cl)[CH:26]=[CH:25][N:24]=1. The catalyst class is: 3. Product: [Cl:22][C:23]1[N:28]=[C:27]([NH:14][CH:11]2[CH2:10][CH2:9][N:8]([CH2:7][C:6]3[CH:15]=[CH:16][C:17]([O:18][CH3:19])=[C:4]([O:3][CH2:1][CH3:2])[CH:5]=3)[CH2:13][CH2:12]2)[CH:26]=[CH:25][N:24]=1. (6) Reactant: C([O:3][C:4](=[O:36])[CH:5]([CH2:34][CH3:35])[CH2:6][C:7]1[CH:12]=[CH:11][C:10]([O:13][CH3:14])=[C:9]([C:15](=[O:33])[CH:16](C(OCC)=O)[CH2:17][C:18]2[CH:23]=[CH:22][C:21]([C:24]([F:27])([F:26])[F:25])=[CH:20][CH:19]=2)[CH:8]=1)C.Cl. Product: [CH2:34]([CH:5]([CH2:6][C:7]1[CH:12]=[CH:11][C:10]([O:13][CH3:14])=[C:9]([C:15](=[O:33])[CH2:16][CH2:17][C:18]2[CH:19]=[CH:20][C:21]([C:24]([F:26])([F:25])[F:27])=[CH:22][CH:23]=2)[CH:8]=1)[C:4]([OH:36])=[O:3])[CH3:35]. The catalyst class is: 15.